This data is from Reaction yield outcomes from USPTO patents with 853,638 reactions. The task is: Predict the reaction yield, written as a fraction of the theoretical maximum amount of product (1.0 means a 100% yield; for example, 0.34 means a 34% yield). (1) The reactants are Cl[C:2]1[CH:3]=[C:4]([C:11]([CH3:24])([CH3:23])[C:12]([N:14]([CH2:19][CH:20]([CH3:22])[CH3:21])[CH2:15][CH:16]([CH3:18])[CH3:17])=[O:13])[CH:5]=[CH:6][C:7]=1[N+:8]([O-:10])=[O:9].[CH3:25][N:26]([CH3:31])[CH2:27][CH2:28][CH2:29][NH2:30].C(=O)([O-])[O-].[K+].[K+]. The catalyst is CN(C=O)C.C(OCC)(=O)C.O. The product is [CH3:25][N:26]([CH3:31])[CH2:27][CH2:28][CH2:29][NH:30][C:2]1[CH:3]=[C:4]([C:11]([CH3:24])([CH3:23])[C:12]([N:14]([CH2:19][CH:20]([CH3:22])[CH3:21])[CH2:15][CH:16]([CH3:18])[CH3:17])=[O:13])[CH:5]=[CH:6][C:7]=1[N+:8]([O-:10])=[O:9]. The yield is 0.480. (2) The reactants are Br[C:2]1[CH:3]=[C:4]([CH:7]([O:11][CH2:12][CH3:13])[O:8][CH2:9][CH3:10])[S:5][CH:6]=1.C[CH2:15][O:16]CC.C([Li])CCC.CN(C=O)C. The yield is 0.420. The product is [CH2:9]([O:8][CH:7]([O:11][CH2:12][CH3:13])[C:4]1[S:5][CH:6]=[C:2]([CH:15]=[O:16])[CH:3]=1)[CH3:10]. The catalyst is CCCCCC. (3) The catalyst is C1COCC1. The product is [Cl:1][C:2]1[N:3]=[C:4]([C:9]([NH:11][C@H:12]2[CH2:17][CH2:16][N:15]([C:18]3[O:19][C:20]([CH2:30][CH3:31])=[C:21]([C:23]([OH:25])=[O:24])[N:22]=3)[CH2:14][C@H:13]2[O:32][CH2:33][CH3:34])=[O:10])[NH:5][C:6]=1[CH2:7][CH3:8]. The reactants are [Cl:1][C:2]1[N:3]=[C:4]([C:9]([NH:11][C@H:12]2[CH2:17][CH2:16][N:15]([C:18]3[O:19][C:20]([CH2:30][CH3:31])=[C:21]([C:23]([O:25]CCCC)=[O:24])[N:22]=3)[CH2:14][C@H:13]2[O:32][CH2:33][CH3:34])=[O:10])[NH:5][C:6]=1[CH2:7][CH3:8].[OH-].[Li+].CO. The yield is 0.750.